From a dataset of Full USPTO retrosynthesis dataset with 1.9M reactions from patents (1976-2016). Predict the reactants needed to synthesize the given product. (1) Given the product [CH3:1][O:2][C:3](=[O:18])[C:4]1[CH:9]=[CH:8][C:7]([O:10][C:11]2[CH:16]=[CH:15][C:14](=[O:21])[NH:13][N:12]=2)=[CH:6][CH:5]=1, predict the reactants needed to synthesize it. The reactants are: [CH3:1][O:2][C:3](=[O:18])[C:4]1[CH:9]=[CH:8][C:7]([O:10][C:11]2[N:12]=[N:13][C:14](Cl)=[CH:15][CH:16]=2)=[CH:6][CH:5]=1.C([O-])(=[O:21])C.[K+]. (2) The reactants are: C[O:2][C:3](=[O:19])[CH:4]=[CH:5][C:6]1[CH:11]=[CH:10][C:9]([C:12]([F:15])([F:14])[F:13])=[CH:8][C:7]=1[O:16][CH2:17][CH3:18].[Li+].[OH-]. Given the product [CH2:17]([O:16][C:7]1[CH:8]=[C:9]([C:12]([F:13])([F:15])[F:14])[CH:10]=[CH:11][C:6]=1[CH:5]=[CH:4][C:3]([OH:19])=[O:2])[CH3:18], predict the reactants needed to synthesize it. (3) Given the product [F:1][C:2]1[CH:3]=[CH:4][C:5]([CH:8]2[CH2:13][CH2:12][NH:11][CH2:10][CH:9]2[O:21][CH2:22][C:23]2[CH:24]=[CH:25][C:26]([O:29][CH3:30])=[CH:27][CH:28]=2)=[CH:6][CH:7]=1, predict the reactants needed to synthesize it. The reactants are: [F:1][C:2]1[CH:7]=[CH:6][C:5]([CH:8]2[CH2:13][CH2:12][N:11](C(OC(C)(C)C)=O)[CH2:10][CH:9]2[O:21][CH2:22][C:23]2[CH:28]=[CH:27][C:26]([O:29][CH3:30])=[CH:25][CH:24]=2)=[CH:4][CH:3]=1.Cl. (4) Given the product [O:7]1[C:11]2[CH:12]=[CH:13][C:14]([C:16]3[NH:17][C:18]4[N:19]([N:23]=[CH:24][C:25]=4[C:26]([NH2:27])=[O:2])[C:20](=[O:22])[CH:21]=3)=[CH:15][C:10]=2[CH:9]=[CH:8]1, predict the reactants needed to synthesize it. The reactants are: C(=O)([O-])[O-:2].[K+].[K+].[O:7]1[C:11]2[CH:12]=[CH:13][C:14]([C:16]3[NH:17][C:18]4[N:19]([N:23]=[CH:24][C:25]=4[C:26]#[N:27])[C:20](=[O:22])[CH:21]=3)=[CH:15][C:10]=2[CH:9]=[CH:8]1.OO.